From a dataset of Forward reaction prediction with 1.9M reactions from USPTO patents (1976-2016). Predict the product of the given reaction. (1) The product is: [C:14]([O:18][C:19]([N:21]1[CH2:26][CH2:25][N:24]([C:6](=[O:11])[C:7]([F:8])([F:9])[F:10])[CH2:23][CH:22]1[CH2:27][CH2:28][OH:29])=[O:20])([CH3:17])([CH3:16])[CH3:15]. Given the reactants [F:8][C:7]([F:10])([F:9])[C:6](O[C:6](=[O:11])[C:7]([F:10])([F:9])[F:8])=[O:11].[C:14]([O:18][C:19]([N:21]1[CH2:26][CH2:25][NH:24][CH2:23][CH:22]1[CH2:27][CH2:28][OH:29])=[O:20])([CH3:17])([CH3:16])[CH3:15].C(N(CC)CC)C, predict the reaction product. (2) The product is: [Br:11][C:12]1[CH:17]=[C:16]([CH:5]([C:3]#[N:4])[C:6]([O:8][CH2:9][CH3:10])=[O:7])[CH:15]=[C:14]([Cl:19])[CH:13]=1. Given the reactants [H-].[Na+].[C:3]([CH2:5][C:6]([O:8][CH2:9][CH3:10])=[O:7])#[N:4].[Br:11][C:12]1[CH:17]=[C:16](F)[CH:15]=[C:14]([Cl:19])[CH:13]=1.Cl, predict the reaction product. (3) Given the reactants [F:1][P-](F)(F)(F)(F)F.[N:8]1(OC(N(C)C)=[N+](C)C)[C:12]2[N:13]=[CH:14][CH:15]=[CH:16][C:11]=2N=N1.C([N:28]([CH:31](C)C)CC)(C)C.[NH2:34][C:35]1[CH:40]=[CH:39][CH:38]=[CH:37][CH:36]=1.[CH2:41]([OH:48])[C:42](N)([CH2:45][OH:46])[CH2:43]O.C(=O)([O-])[O-].[CH3:53][C:54]([N:56]([CH3:58])C)=O, predict the reaction product. The product is: [NH2:28][CH:31]1[CH2:53][CH2:54][N:56]([C:14]2[N:13]=[C:12]3[C:11]([C:41](=[O:48])[C:42]([C:45]([NH:34][C:35]4[CH:40]=[CH:39][CH:38]=[CH:37][CH:36]=4)=[O:46])=[CH:43][NH:8]3)=[CH:16][C:15]=2[F:1])[CH2:58]1. (4) The product is: [CH2:1]1[C@H:6]([OH:7])[C@@H:5]([O:8][S:9]([O-:12])(=[O:11])=[O:10])[C@H:4]([O:13][C@H:14]2[C@H:19]([OH:20])[C@@H:18]([OH:21])[C@H:17]([O:22][C@@H:23]3[O:28][CH2:27][C@@H:26]([O:29][C@H:30]4[C@@H:35]([O:36][S:37]([O-:40])(=[O:38])=[O:39])[C@@H:34]([O:41][S:42]([O-:45])(=[O:44])=[O:43])[C@H:33]([OH:46])[O:32][C@@H:31]4[CH2:47][OH:48])[C@H:25]([OH:49])[C@H:24]3[OH:50])[O:16][C@@H:15]2[CH2:51][OH:52])[O:3][C@@H:2]1[CH2:53][O:54][S:55]([O-:58])(=[O:56])=[O:57].[OH:62][S:59]([O:61][S:9]([OH:11])(=[O:10])=[O:8])(=[O:60])=[O:63].[S:9](=[O:10])(=[O:8])([OH:12])[OH:11]. Given the reactants [CH2:1]1[C@H:6]([OH:7])[C@@H:5]([O:8][S:9]([O-:12])(=[O:11])=[O:10])[C@H:4]([O:13][C@H:14]2[C@H:19]([OH:20])[C@@H:18]([OH:21])[C@H:17]([O:22][C@@H:23]3[O:28][CH2:27][C@@H:26]([O:29][C@H:30]4[C@@H:35]([O:36][S:37]([O-:40])(=[O:39])=[O:38])[C@@H:34]([O:41][S:42]([O-:45])(=[O:44])=[O:43])[C@H:33]([OH:46])[O:32][C@@H:31]4[CH2:47][OH:48])[C@H:25]([OH:49])[C@H:24]3[OH:50])[O:16][C@@H:15]2[CH2:51][OH:52])[O:3][C@@H:2]1[CH2:53][O:54][S:55]([O-:58])(=[O:57])=[O:56].[S:59](=[O:63])(=[O:62])([OH:61])[OH:60], predict the reaction product. (5) Given the reactants [ClH:1].[C:2]([NH:6][C:7](=[O:23])[C:8]1[CH:13]=[CH:12][C:11]([C:14]2[C:15]3[N:16]([CH:20]=[N:21][CH:22]=3)[CH2:17][CH2:18][CH:19]=2)=[CH:10][CH:9]=1)([CH3:5])([CH3:4])[CH3:3], predict the reaction product. The product is: [ClH:1].[C:2]([NH:6][C:7](=[O:23])[C:8]1[CH:9]=[CH:10][C:11]([CH:14]2[CH2:19][CH2:18][CH2:17][N:16]3[CH:20]=[N:21][CH:22]=[C:15]23)=[CH:12][CH:13]=1)([CH3:5])([CH3:3])[CH3:4].